From a dataset of Reaction yield outcomes from USPTO patents with 853,638 reactions. Predict the reaction yield, written as a fraction of the theoretical maximum amount of product (1.0 means a 100% yield; for example, 0.34 means a 34% yield). The reactants are [CH:1]1([C:4]2[NH:8][C:7]3[C:9]([C:14]([OH:16])=O)=[CH:10][CH:11]=[C:12]([OH:13])[C:6]=3[N:5]=2)[CH2:3][CH2:2]1.[NH2:17][CH2:18][CH:19]1[CH2:24][CH2:23][CH2:22][N:21](C(OC(C)(C)C)=O)[CH2:20]1. No catalyst specified. The product is [CH:1]1([C:4]2[NH:8][C:7]3[C:9]([C:14]([NH:17][CH2:18][CH:19]4[CH2:24][CH2:23][CH2:22][NH:21][CH2:20]4)=[O:16])=[CH:10][CH:11]=[C:12]([OH:13])[C:6]=3[N:5]=2)[CH2:2][CH2:3]1. The yield is 0.150.